This data is from Forward reaction prediction with 1.9M reactions from USPTO patents (1976-2016). The task is: Predict the product of the given reaction. (1) Given the reactants [CH:1]1([NH:6][C:7]2[N:12]=[C:11]([C:13]3[C:14]([C:30]4[CH:35]=[CH:34][C:33]([F:36])=[CH:32][CH:31]=4)=[N:15][N:16]4[CH:21]=[C:20]([NH:22]C(=O)OC(C)(C)C)[CH:19]=[CH:18][C:17]=34)[CH:10]=[CH:9][N:8]=2)[CH2:5][CH2:4][CH2:3][CH2:2]1.[Cl-:37], predict the reaction product. The product is: [ClH:37].[ClH:37].[CH:1]1([NH:6][C:7]2[N:12]=[C:11]([C:13]3[C:14]([C:30]4[CH:31]=[CH:32][C:33]([F:36])=[CH:34][CH:35]=4)=[N:15][N:16]4[CH:21]=[C:20]([NH2:22])[CH:19]=[CH:18][C:17]=34)[CH:10]=[CH:9][N:8]=2)[CH2:5][CH2:4][CH2:3][CH2:2]1. (2) Given the reactants [Cl:1][C:2]1[CH:3]=[CH:4][C:5]2[N:11]3[C:12]([C:15]([F:18])([F:17])[F:16])=[N:13][N:14]=[C:10]3[C@@H:9]([CH2:19][C:20]([O:22]C(C)C)=[O:21])[S:8][C@H:7]([C:26]3[CH:31]=[CH:30][CH:29]=[CH:28][C:27]=3[O:32][CH3:33])[C:6]=2[CH:34]=1.Cl, predict the reaction product. The product is: [Cl:1][C:2]1[CH:3]=[CH:4][C:5]2[N:11]3[C:12]([C:15]([F:18])([F:17])[F:16])=[N:13][N:14]=[C:10]3[C@@H:9]([CH2:19][C:20]([OH:22])=[O:21])[S:8][C@H:7]([C:26]3[CH:31]=[CH:30][CH:29]=[CH:28][C:27]=3[O:32][CH3:33])[C:6]=2[CH:34]=1. (3) Given the reactants Cl.[NH2:2][C@H:3]1[CH2:8][CH2:7][C@H:6]([CH2:9][CH2:10][N:11]2[CH2:16][CH2:15][CH:14]([O:17][C:18]3[CH:25]=[CH:24][C:23]([Cl:26])=[CH:22][C:19]=3[C:20]#[N:21])[CH2:13][CH2:12]2)[CH2:5][CH2:4]1.[C:27](O)(=[O:29])[CH3:28], predict the reaction product. The product is: [Cl:26][C:23]1[CH:24]=[CH:25][C:18]([O:17][CH:14]2[CH2:13][CH2:12][N:11]([CH2:10][CH2:9][C@H:6]3[CH2:7][CH2:8][C@H:3]([NH:2][C:27](=[O:29])[CH3:28])[CH2:4][CH2:5]3)[CH2:16][CH2:15]2)=[C:19]([C:20]#[N:21])[CH:22]=1. (4) Given the reactants Cl[C:2]1[C:11]2[C:6](=[CH:7][C:8]([O:14][CH2:15][CH2:16][CH2:17][N:18]3[CH2:23][CH2:22][N:21]([CH3:24])[CH2:20][CH2:19]3)=[C:9]([O:12][CH3:13])[CH:10]=2)[N:5]=[CH:4][N:3]=1.[NH2:25][C:26]1[C:34]2[O:33][CH:32]=[CH:31][C:30]=2[CH:29]=[CH:28][CH:27]=1.Cl, predict the reaction product. The product is: [O:33]1[C:34]2[C:26]([NH:25][C:2]3[C:11]4[C:6](=[CH:7][C:8]([O:14][CH2:15][CH2:16][CH2:17][N:18]5[CH2:23][CH2:22][N:21]([CH3:24])[CH2:20][CH2:19]5)=[C:9]([O:12][CH3:13])[CH:10]=4)[N:5]=[CH:4][N:3]=3)=[CH:27][CH:28]=[CH:29][C:30]=2[CH:31]=[CH:32]1. (5) The product is: [Cl:9][C:3]1[CH:4]=[C:5]([OH:8])[CH:6]=[CH:7][C:2]=1[NH:1][C:16](=[O:24])[O:17][C:18]1[CH:23]=[CH:22][CH:21]=[CH:20][CH:19]=1. Given the reactants [NH2:1][C:2]1[CH:7]=[CH:6][C:5]([OH:8])=[CH:4][C:3]=1[Cl:9].N1C=CC=CC=1.[C:16](Cl)(=[O:24])[O:17][C:18]1[CH:23]=[CH:22][CH:21]=[CH:20][CH:19]=1.Cl, predict the reaction product.